This data is from Peptide-MHC class II binding affinity with 134,281 pairs from IEDB. The task is: Regression. Given a peptide amino acid sequence and an MHC pseudo amino acid sequence, predict their binding affinity value. This is MHC class II binding data. (1) The peptide sequence is QGLRYFIMAYVNQAH. The MHC is DRB1_1101 with pseudo-sequence DRB1_1101. The binding affinity (normalized) is 0.791. (2) The peptide sequence is STHEMYYVSGARSNV. The MHC is DRB1_0701 with pseudo-sequence DRB1_0701. The binding affinity (normalized) is 0.699. (3) The peptide sequence is KYTATISGLKPGVDY. The binding affinity (normalized) is 0.0705. The MHC is DRB4_0101 with pseudo-sequence DRB4_0103. (4) The peptide sequence is VQSLLTGLWPFIRIN. The MHC is DRB1_0101 with pseudo-sequence DRB1_0101. The binding affinity (normalized) is 0.608. (5) The peptide sequence is SSIIFGAFPSLHSGCC. The MHC is DRB1_0401 with pseudo-sequence DRB1_0401. The binding affinity (normalized) is 0.556.